This data is from Full USPTO retrosynthesis dataset with 1.9M reactions from patents (1976-2016). The task is: Predict the reactants needed to synthesize the given product. Given the product [CH:1]1([C:6]2[NH:11][C:10](=[O:12])[C:9]3=[C:13]([CH2:14][CH3:15])[N:16]=[C:17]([CH:19]4[CH2:21][CH2:20]4)[N:8]3[N:7]=2)[CH2:5][CH2:4][CH2:3][CH2:2]1, predict the reactants needed to synthesize it. The reactants are: [CH:1]1([C:6]2[NH:11][C:10](=[O:12])[C:9]([CH:13]([NH:16][C:17]([CH:19]3[CH2:21][CH2:20]3)=O)[CH2:14][CH3:15])=[N:8][N:7]=2)[CH2:5][CH2:4][CH2:3][CH2:2]1.P(Cl)(Cl)(Cl)=O.